This data is from NCI-60 drug combinations with 297,098 pairs across 59 cell lines. The task is: Regression. Given two drug SMILES strings and cell line genomic features, predict the synergy score measuring deviation from expected non-interaction effect. (1) Drug 1: CN1C2=C(C=C(C=C2)N(CCCl)CCCl)N=C1CCCC(=O)O.Cl. Drug 2: C1=NC2=C(N=C(N=C2N1C3C(C(C(O3)CO)O)F)Cl)N. Cell line: HT29. Synergy scores: CSS=12.7, Synergy_ZIP=-5.36, Synergy_Bliss=-13.5, Synergy_Loewe=-17.3, Synergy_HSA=-16.7. (2) Drug 1: C1CN1C2=NC(=NC(=N2)N3CC3)N4CC4. Drug 2: COC1=CC(=CC(=C1O)OC)C2C3C(COC3=O)C(C4=CC5=C(C=C24)OCO5)OC6C(C(C7C(O6)COC(O7)C8=CC=CS8)O)O. Cell line: MOLT-4. Synergy scores: CSS=93.2, Synergy_ZIP=1.43, Synergy_Bliss=1.37, Synergy_Loewe=-2.12, Synergy_HSA=3.48. (3) Drug 2: CS(=O)(=O)OCCCCOS(=O)(=O)C. Cell line: K-562. Synergy scores: CSS=42.9, Synergy_ZIP=3.66, Synergy_Bliss=4.30, Synergy_Loewe=-14.7, Synergy_HSA=4.41. Drug 1: CC1OCC2C(O1)C(C(C(O2)OC3C4COC(=O)C4C(C5=CC6=C(C=C35)OCO6)C7=CC(=C(C(=C7)OC)O)OC)O)O. (4) Drug 1: C1=CC(=CC=C1CC(C(=O)O)N)N(CCCl)CCCl.Cl. Drug 2: CC(C)(C#N)C1=CC(=CC(=C1)CN2C=NC=N2)C(C)(C)C#N. Cell line: SF-268. Synergy scores: CSS=-4.97, Synergy_ZIP=-4.30, Synergy_Bliss=-5.02, Synergy_Loewe=-8.34, Synergy_HSA=-8.91.